Dataset: Full USPTO retrosynthesis dataset with 1.9M reactions from patents (1976-2016). Task: Predict the reactants needed to synthesize the given product. (1) The reactants are: [Cl:1][C:2]1[CH:25]=[C:24]([F:26])[CH:23]=[CH:22][C:3]=1[C:4]([C:6]1[C:7]([C:20]#[N:21])=[N:8][N:9]([CH3:19])[C:10]=1[C:11]1[C:16]([F:17])=[CH:15][CH:14]=[CH:13][C:12]=1[F:18])=[O:5].[BH4-].[Na+].Cl. Given the product [Cl:1][C:2]1[CH:25]=[C:24]([F:26])[CH:23]=[CH:22][C:3]=1[CH:4]([OH:5])[C:6]1[C:7]([C:20]#[N:21])=[N:8][N:9]([CH3:19])[C:10]=1[C:11]1[C:12]([F:18])=[CH:13][CH:14]=[CH:15][C:16]=1[F:17], predict the reactants needed to synthesize it. (2) Given the product [Br:1][C:2]1[C:10]2[C:9]([N:11]3[CH2:12][CH2:13][CH:14]([N:17]([CH3:26])[C:18]([C:20]4[CH:25]=[CH:24][N:23]=[CH:22][CH:21]=4)=[O:19])[CH2:15][CH2:16]3)=[N:8][CH:7]=[N:6][C:5]=2[NH:4][CH:3]=1, predict the reactants needed to synthesize it. The reactants are: [Br:1][C:2]1[C:10]2[C:9]([N:11]3[CH2:16][CH2:15][CH:14]([N:17]([CH3:26])[C:18]([C:20]4[CH:25]=[CH:24][N:23]=[CH:22][CH:21]=4)=[O:19])[CH2:13][CH2:12]3)=[N:8][CH:7]=[N:6][C:5]=2[N:4](S(C2C=CC=CC=2)(=O)=O)[CH:3]=1.O1CCCC1.C(=O)([O-])[O-].[Cs+].[Cs+]. (3) Given the product [C:21]1([CH2:20][CH2:19][S:16]([N:13]2[CH2:12][CH2:11][CH:10]([CH2:9][NH:8][C:3]3[CH:2]=[N:7][CH:6]=[CH:5][N:4]=3)[CH2:15][CH2:14]2)(=[O:18])=[O:17])[CH:22]=[CH:23][CH:24]=[CH:25][CH:26]=1, predict the reactants needed to synthesize it. The reactants are: Cl[C:2]1[C:3]([NH:8][CH2:9][CH:10]2[CH2:15][CH2:14][N:13]([S:16]([CH2:19][CH2:20][C:21]3[CH:26]=[CH:25][CH:24]=[CH:23][CH:22]=3)(=[O:18])=[O:17])[CH2:12][CH2:11]2)=[N:4][CH:5]=[CH:6][N:7]=1.[H][H]. (4) Given the product [NH2:7][C:6]1[C:5]([CH3:13])=[C:4]([CH2:3][C:1]([O:20][CH3:19])=[O:15])[C:10]([CH3:11])=[CH:9][C:8]=1[CH3:12], predict the reactants needed to synthesize it. The reactants are: [C:1]([CH2:3][C:4]1[C:5]([CH3:13])=[C:6]([C:8]([CH3:12])=[CH:9][C:10]=1[CH3:11])[NH2:7])#N.S(=O)(=O)(O)[OH:15].[C:19](=O)([O-])[O-:20].[Na+].[Na+]. (5) Given the product [CH2:7]([O:14][C:15]1[CH:20]=[CH:19][C:18]([CH:21]([C:22]2([OH:28])[CH2:27][CH2:26][CH2:25][CH2:24][CH2:23]2)[CH2:29][N:31]([CH3:33])[CH3:32])=[CH:17][CH:16]=1)[C:8]1[CH:9]=[CH:10][CH:11]=[CH:12][CH:13]=1, predict the reactants needed to synthesize it. The reactants are: B.O1CCCC1.[CH2:7]([O:14][C:15]1[CH:20]=[CH:19][C:18]([CH:21]([C:29]([N:31]([CH3:33])[CH3:32])=O)[C:22]2([OH:28])[CH2:27][CH2:26][CH2:25][CH2:24][CH2:23]2)=[CH:17][CH:16]=1)[C:8]1[CH:13]=[CH:12][CH:11]=[CH:10][CH:9]=1.Cl.[OH-].[Na+]. (6) Given the product [CH3:8][C:6]1[NH:5][C:4](=[O:9])[C:3]([N+:10]([O-:12])=[O:11])=[C:2]([N:21]2[CH2:22][CH2:23][C:17]3[S:16][C:15]([CH3:14])=[N:24][C:18]=3[CH2:19][CH2:20]2)[N:7]=1, predict the reactants needed to synthesize it. The reactants are: Br[C:2]1[N:7]=[C:6]([CH3:8])[NH:5][C:4](=[O:9])[C:3]=1[N+:10]([O-:12])=[O:11].Cl.[CH3:14][C:15]1[S:16][C:17]2[CH2:23][CH2:22][NH:21][CH2:20][CH2:19][C:18]=2[N:24]=1.C(=O)([O-])[O-].[K+].[K+].